This data is from Peptide-MHC class I binding affinity with 185,985 pairs from IEDB/IMGT. The task is: Regression. Given a peptide amino acid sequence and an MHC pseudo amino acid sequence, predict their binding affinity value. This is MHC class I binding data. (1) The peptide sequence is FMSSFYNYV. The MHC is HLA-C15:02 with pseudo-sequence HLA-C15:02. The binding affinity (normalized) is 0.265. (2) The peptide sequence is LKEKSSLRY. The MHC is HLA-A24:03 with pseudo-sequence HLA-A24:03. The binding affinity (normalized) is 0.0847. (3) The peptide sequence is NLKSLLLENK. The MHC is HLA-A11:01 with pseudo-sequence HLA-A11:01. The binding affinity (normalized) is 0.616.